From a dataset of Forward reaction prediction with 1.9M reactions from USPTO patents (1976-2016). Predict the product of the given reaction. (1) Given the reactants [CH3:1][C:2]1([CH3:12])[O:6][CH2:5][CH:4]([C:7]([O:9][CH3:10])=[O:8])[C:3]1=O.C([O-])(=O)C.[NH4+:17], predict the reaction product. The product is: [NH2:17][C:3]1[C:2]([CH3:12])([CH3:1])[O:6][CH2:5][C:4]=1[C:7]([O:9][CH3:10])=[O:8]. (2) Given the reactants [F:1][C:2]1[CH:3]=[CH:4][C:5]2[N:9]=[C:8]([C@@H:10]([NH:14][C:15]3[N:23]=[CH:22][N:21]=[C:20]4[C:16]=3[N:17]=[CH:18][N:19]4C3CCCCO3)[CH2:11][O:12][CH3:13])[N:7]([C:30]3[CH:35]=[CH:34][CH:33]=[CH:32][CH:31]=3)[C:6]=2[C:36]=1[F:37].Cl, predict the reaction product. The product is: [F:1][C:2]1[CH:3]=[CH:4][C:5]2[N:9]=[C:8]([CH:10]([NH:14][C:15]3[N:23]=[CH:22][N:21]=[C:20]4[C:16]=3[N:17]=[CH:18][NH:19]4)[CH2:11][O:12][CH3:13])[N:7]([C:30]3[CH:31]=[CH:32][CH:33]=[CH:34][CH:35]=3)[C:6]=2[C:36]=1[F:37]. (3) Given the reactants C(=O)(O[CH2:5]/[CH:6]=[CH:7]/[C:8]1[CH:13]=[CH:12][CH:11]=[CH:10][CH:9]=1)OC.[C:15]1([C@@H:21]([N:23]([C@H](C2C=CC=CC=2)C)P2OC3C=CC4C=CC=CC=4C=3C3C4C(C=CC=3O2)=CC=CC=4)C)[CH:20]=CC=C[CH:16]=1.CCO.C1(C)C=CC(S(O)(=O)=O)=CC=1, predict the reaction product. The product is: [CH2:21]([NH:23][C@H:7]([C:8]1[CH:13]=[CH:12][CH:11]=[CH:10][CH:9]=1)[CH:6]=[CH2:5])[CH:15]([CH3:20])[CH3:16].